From a dataset of NCI-60 drug combinations with 297,098 pairs across 59 cell lines. Regression. Given two drug SMILES strings and cell line genomic features, predict the synergy score measuring deviation from expected non-interaction effect. Drug 1: C1=CC=C(C=C1)NC(=O)CCCCCCC(=O)NO. Cell line: TK-10. Synergy scores: CSS=26.1, Synergy_ZIP=-10.5, Synergy_Bliss=-1.45, Synergy_Loewe=-19.7, Synergy_HSA=0.843. Drug 2: CS(=O)(=O)CCNCC1=CC=C(O1)C2=CC3=C(C=C2)N=CN=C3NC4=CC(=C(C=C4)OCC5=CC(=CC=C5)F)Cl.